This data is from Drug-target binding data from BindingDB using Ki measurements. The task is: Regression. Given a target protein amino acid sequence and a drug SMILES string, predict the binding affinity score between them. We predict pKi (pKi = -log10(Ki in M); higher means stronger inhibition). Dataset: bindingdb_ki. The compound is CC[C@H](C)CN(C[C@@H](O)[C@H](Cc1ccccc1)NC(=O)C(NC(C)=O)[C@@H](C)CC)S(=O)(=O)c1ccc2ncsc2c1. The target protein sequence is PQITLWQRPIVTVKIGGQLREALLDTGADDTVLEDINLPGKWKPKMIVGIGGFVKVKQYEQVLIEICGKKAIGTVLVGPTPANIIGRNMLTQIGCTLNF. The pKi is 9.3.